This data is from Catalyst prediction with 721,799 reactions and 888 catalyst types from USPTO. The task is: Predict which catalyst facilitates the given reaction. (1) Reactant: [C:1]([CH2:3]P(=O)(OCC)OCC)#[N:2].[H-].[Na+].[Cl:14][C:15]1[CH:16]=[C:17]2[C:21](=[CH:22][CH:23]=1)[N:20]([C:24]1[N:28]([CH3:29])[N:27]=[C:26]([CH3:30])[C:25]=1[CH:31]=O)[CH:19]=[CH:18]2.O. Product: [Cl:14][C:15]1[CH:16]=[C:17]2[C:21](=[CH:22][CH:23]=1)[N:20]([C:24]1[N:28]([CH3:29])[N:27]=[C:26]([CH3:30])[C:25]=1/[CH:31]=[CH:3]/[C:1]#[N:2])[CH:19]=[CH:18]2. The catalyst class is: 7. (2) Reactant: C(Cl)(=O)C(Cl)=O.CS(C)=O.[CH3:11][C:12]1[O:13][CH2:14][C:15]([CH2:33][OH:34])([CH2:17][CH2:18][C:19]2[CH:24]=[CH:23][C:22]([CH2:25][CH2:26][CH2:27][CH2:28][CH2:29][CH2:30][CH2:31][CH3:32])=[CH:21][CH:20]=2)[N:16]=1. Product: [CH3:11][C:12]1[O:13][CH2:14][C:15]([CH:33]=[O:34])([CH2:17][CH2:18][C:19]2[CH:24]=[CH:23][C:22]([CH2:25][CH2:26][CH2:27][CH2:28][CH2:29][CH2:30][CH2:31][CH3:32])=[CH:21][CH:20]=2)[N:16]=1. The catalyst class is: 2. (3) Reactant: C([O:5][C:6](=O)[CH2:7][N:8]1[C:13]2[CH:14]=[C:15]([C:18]([O:20]CC)=[O:19])[CH:16]=[CH:17][C:12]=2[S:11][C@H:10]([CH2:23][CH2:24][CH2:25][C:26]2[CH:31]=[CH:30][C:29]([O:32][CH3:33])=[CH:28][CH:27]=2)[C:9]1=[O:34])(C)(C)C.BrC1C=C(C(OCC)=O)C=CC=1S[C@@H](CCCC1C=CC(OC)=CC=1)C(O)=O.CC1(C)C23[C@@]4([O:79][N:74]4S(=O)(=O)C2)C(Cl)(Cl)[C@H]1CC3. Product: [OH:79][NH:74][C:6](=[O:5])[CH2:7][N:8]1[C:13]2[CH:14]=[C:15]([C:18]([OH:20])=[O:19])[CH:16]=[CH:17][C:12]=2[S:11][CH:10]([CH2:23][CH2:24][CH2:25][C:26]2[CH:31]=[CH:30][C:29]([O:32][CH3:33])=[CH:28][CH:27]=2)[C:9]1=[O:34]. The catalyst class is: 13. (4) Reactant: C[O:2][C:3]([C:7]1[CH:12]=[CH:11][N:10]2[C:13]([C:16]3[CH:17]=[C:18]([C:22]4[C:23]([C:28]#[N:29])=[CH:24][CH:25]=[CH:26][CH:27]=4)[CH:19]=[CH:20][CH:21]=3)=[CH:14][N:15]=[C:9]2[N:8]=1)(OC)[CH3:4].C(OCC)(=O)C.C(=O)([O-])O.[Na+]. Product: [C:3]([C:7]1[CH:12]=[CH:11][N:10]2[C:13]([C:16]3[CH:17]=[C:18]([C:22]4[C:23]([C:28]#[N:29])=[CH:24][CH:25]=[CH:26][CH:27]=4)[CH:19]=[CH:20][CH:21]=3)=[CH:14][N:15]=[C:9]2[N:8]=1)(=[O:2])[CH3:4]. The catalyst class is: 126.